Dataset: Catalyst prediction with 721,799 reactions and 888 catalyst types from USPTO. Task: Predict which catalyst facilitates the given reaction. (1) Reactant: [CH3:1][N:2]1[C:6]2[CH:7]=[C:8]([C:11]3[CH:16]=[CH:15][CH:14]=[C:13]([O:17][CH2:18][CH:19]4[CH2:21][O:20]4)[CH:12]=3)[CH:9]=[CH:10][C:5]=2[N:4]=[CH:3]1.[CH2:22]1[C:30]2[C:25](=[CH:26][CH:27]=[CH:28][CH:29]=2)[CH2:24][NH:23]1. Product: [CH2:22]1[C:30]2[C:25](=[CH:26][CH:27]=[CH:28][CH:29]=2)[CH2:24][N:23]1[CH2:21][CH:19]([OH:20])[CH2:18][O:17][C:13]1[CH:14]=[CH:15][CH:16]=[C:11]([C:8]2[CH:9]=[CH:10][C:5]3[N:4]=[CH:3][N:2]([CH3:1])[C:6]=3[CH:7]=2)[CH:12]=1. The catalyst class is: 5. (2) Reactant: [CH:1]1([N:4]([CH3:24])[C:5]2[N:9]=[C:8]([CH:10]=[CH:11][C:12]3[N:22]=[C:15]4[C:16]([CH3:21])=[N:17][CH:18]=[C:19]([CH3:20])[N:14]4[N:13]=3)[N:7]([CH3:23])[N:6]=2)[CH2:3][CH2:2]1. Product: [CH:1]1([N:4]([CH3:24])[C:5]2[N:9]=[C:8]([CH2:10][CH2:11][C:12]3[N:22]=[C:15]4[C:16]([CH3:21])=[N:17][CH:18]=[C:19]([CH3:20])[N:14]4[N:13]=3)[N:7]([CH3:23])[N:6]=2)[CH2:3][CH2:2]1. The catalyst class is: 43. (3) Reactant: C(O)(=O)C.C(O)(=O)C.[I:9][C:10]1[CH:15]=[CH:14][CH:13]=[CH:12][CH:11]=1.[OH:16][S:17]([C:20]([F:23])([F:22])[F:21])(=[O:19])=[O:18].[CH3:24][Si:25]([CH3:37])([CH3:36])[C:26]1[CH:31]=[CH:30][CH:29]=[CH:28][C:27]=1[Si](C)(C)C. Product: [O-:19][S:17]([C:20]([F:23])([F:22])[F:21])(=[O:18])=[O:16].[C:10]1([I+:9][C:27]2[CH:28]=[CH:29][CH:30]=[CH:31][C:26]=2[Si:25]([CH3:37])([CH3:36])[CH3:24])[CH:15]=[CH:14][CH:13]=[CH:12][CH:11]=1. The catalyst class is: 2. (4) Reactant: [NH2:1][CH2:2][CH2:3][CH2:4][N:5]1[CH2:10][CH2:9][CH:8]([CH2:11][NH:12][C:13]([C:15]2[C:23]3[C:18](=[CH:19][CH:20]=[C:21]([O:24][CH3:25])[CH:22]=3)[NH:17][N:16]=2)=[O:14])[CH2:7][CH2:6]1.[C:26](Cl)(=[O:33])[C:27]1[CH:32]=[CH:31][CH:30]=[CH:29][CH:28]=1.O. Product: [CH3:25][O:24][C:21]1[CH:22]=[C:23]2[C:18](=[CH:19][CH:20]=1)[NH:17][N:16]=[C:15]2[C:13]([NH:12][CH2:11][CH:8]1[CH2:9][CH2:10][N:5]([CH2:4][CH2:3][CH2:2][NH:1][C:26]([C:27]2[CH:32]=[CH:31][CH:30]=[CH:29][CH:28]=2)=[O:33])[CH2:6][CH2:7]1)=[O:14]. The catalyst class is: 549. (5) Reactant: [CH2:1]([O:3][C:4]1[CH:13]=[C:12]([O:14][CH3:15])[CH:11]=[C:10]2[C:5]=1[C:6](=O)[N:7]=[CH:8][NH:9]2)[CH3:2].O=P(Cl)(Cl)[Cl:19]. Product: [Cl:19][C:6]1[C:5]2[C:10](=[CH:11][C:12]([O:14][CH3:15])=[CH:13][C:4]=2[O:3][CH2:1][CH3:2])[N:9]=[CH:8][N:7]=1. The catalyst class is: 3. (6) Reactant: [C:1](O)(=O)[CH3:2].[NH2:5][C:6]1[C:15]2[N:16]=[C:17]([CH2:19][CH2:20][CH3:21])[S:18][C:14]=2[C:13]2[CH:12]=[CH:11][C:10]([OH:22])=[CH:9][C:8]=2[N:7]=1.[C:23](=[O:26])([O-])[O-].[Cs+].[Cs+].Cl[CH2:30][CH2:31][O:32][CH2:33][CH2:34]Cl. Product: [NH2:5][C:6]1[C:15]2[N:16]=[C:17]([CH2:19][CH2:20][CH3:21])[S:18][C:14]=2[C:13]2[CH:12]=[CH:11][C:10]([O:22][CH2:30][CH2:31][O:32][CH2:33][CH2:34][O:26][C:23]3[CH:11]=[CH:12][C:13]4[C:14]5[S:18][C:17]([CH2:19][CH2:1][CH3:2])=[N:16][C:15]=5[C:6]([NH2:5])=[N:7][C:8]=4[CH:9]=3)=[CH:9][C:8]=2[N:7]=1. The catalyst class is: 3.